From a dataset of NCI-60 drug combinations with 297,098 pairs across 59 cell lines. Regression. Given two drug SMILES strings and cell line genomic features, predict the synergy score measuring deviation from expected non-interaction effect. (1) Drug 1: CS(=O)(=O)CCNCC1=CC=C(O1)C2=CC3=C(C=C2)N=CN=C3NC4=CC(=C(C=C4)OCC5=CC(=CC=C5)F)Cl. Drug 2: COCCOC1=C(C=C2C(=C1)C(=NC=N2)NC3=CC=CC(=C3)C#C)OCCOC.Cl. Cell line: CCRF-CEM. Synergy scores: CSS=-7.97, Synergy_ZIP=5.58, Synergy_Bliss=2.23, Synergy_Loewe=-5.59, Synergy_HSA=-6.45. (2) Drug 1: CC1CCC2CC(C(=CC=CC=CC(CC(C(=O)C(C(C(=CC(C(=O)CC(OC(=O)C3CCCCN3C(=O)C(=O)C1(O2)O)C(C)CC4CCC(C(C4)OC)O)C)C)O)OC)C)C)C)OC. Drug 2: CCC1(C2=C(COC1=O)C(=O)N3CC4=CC5=C(C=CC(=C5CN(C)C)O)N=C4C3=C2)O.Cl. Cell line: LOX IMVI. Synergy scores: CSS=63.9, Synergy_ZIP=-3.93, Synergy_Bliss=-4.36, Synergy_Loewe=-0.491, Synergy_HSA=2.01. (3) Drug 1: CN(CC1=CN=C2C(=N1)C(=NC(=N2)N)N)C3=CC=C(C=C3)C(=O)NC(CCC(=O)O)C(=O)O. Drug 2: CC1=C(C=C(C=C1)NC(=O)C2=CC=C(C=C2)CN3CCN(CC3)C)NC4=NC=CC(=N4)C5=CN=CC=C5. Cell line: UACC62. Synergy scores: CSS=15.5, Synergy_ZIP=-1.67, Synergy_Bliss=-3.32, Synergy_Loewe=-20.8, Synergy_HSA=-2.96. (4) Cell line: HCT116. Drug 1: CC1=C(C(=O)C2=C(C1=O)N3CC4C(C3(C2COC(=O)N)OC)N4)N. Drug 2: CC(C)CN1C=NC2=C1C3=CC=CC=C3N=C2N. Synergy scores: CSS=43.9, Synergy_ZIP=7.20, Synergy_Bliss=4.86, Synergy_Loewe=-9.43, Synergy_HSA=-1.56. (5) Drug 1: CS(=O)(=O)OCCCCOS(=O)(=O)C. Drug 2: CC12CCC3C(C1CCC2OP(=O)(O)O)CCC4=C3C=CC(=C4)OC(=O)N(CCCl)CCCl.[Na+]. Cell line: NCI-H522. Synergy scores: CSS=10.3, Synergy_ZIP=-6.44, Synergy_Bliss=0.0443, Synergy_Loewe=-11.3, Synergy_HSA=-1.06. (6) Drug 1: C1=C(C(=O)NC(=O)N1)F. Drug 2: CC1CCCC2(C(O2)CC(NC(=O)CC(C(C(=O)C(C1O)C)(C)C)O)C(=CC3=CSC(=N3)C)C)C. Cell line: HL-60(TB). Synergy scores: CSS=30.3, Synergy_ZIP=-24.6, Synergy_Bliss=-33.3, Synergy_Loewe=-34.7, Synergy_HSA=-34.9. (7) Drug 1: CCC(=C(C1=CC=CC=C1)C2=CC=C(C=C2)OCCN(C)C)C3=CC=CC=C3.C(C(=O)O)C(CC(=O)O)(C(=O)O)O. Drug 2: COCCOC1=C(C=C2C(=C1)C(=NC=N2)NC3=CC=CC(=C3)C#C)OCCOC.Cl. Cell line: NCI-H226. Synergy scores: CSS=10.5, Synergy_ZIP=-3.13, Synergy_Bliss=1.26, Synergy_Loewe=2.67, Synergy_HSA=2.72. (8) Cell line: OVCAR3. Drug 1: CC(C)NC(=O)C1=CC=C(C=C1)CNNC.Cl. Drug 2: CCC1(C2=C(COC1=O)C(=O)N3CC4=CC5=C(C=CC(=C5CN(C)C)O)N=C4C3=C2)O.Cl. Synergy scores: CSS=30.0, Synergy_ZIP=-19.1, Synergy_Bliss=-25.8, Synergy_Loewe=-24.5, Synergy_HSA=-10.4. (9) Drug 1: C1CCC(C1)C(CC#N)N2C=C(C=N2)C3=C4C=CNC4=NC=N3. Drug 2: C(CN)CNCCSP(=O)(O)O. Cell line: MCF7. Synergy scores: CSS=5.49, Synergy_ZIP=-0.321, Synergy_Bliss=0.140, Synergy_Loewe=-3.08, Synergy_HSA=-1.34.